This data is from Forward reaction prediction with 1.9M reactions from USPTO patents (1976-2016). The task is: Predict the product of the given reaction. (1) Given the reactants Cl[C:2]1[N:3]=[CH:4][C:5](/[CH:8]=[CH:9]/[C:10]([O:12][CH2:13][CH3:14])=[O:11])=[N:6][CH:7]=1.[CH2:15]([N:22]1[CH2:26][CH2:25][C@@H:24]([NH2:27])[CH2:23]1)[C:16]1[CH:21]=[CH:20][CH:19]=[CH:18][CH:17]=1.CCN(CC)CC, predict the reaction product. The product is: [CH2:15]([N:22]1[CH2:26][CH2:25][C@@H:24]([NH:27][C:2]2[N:3]=[CH:4][C:5](/[CH:8]=[CH:9]/[C:10]([O:12][CH2:13][CH3:14])=[O:11])=[N:6][CH:7]=2)[CH2:23]1)[C:16]1[CH:17]=[CH:18][CH:19]=[CH:20][CH:21]=1. (2) Given the reactants Br[CH2:2][C:3]1[CH:10]=[C:9]([Cl:11])[CH:8]=[C:7]([Cl:12])[C:4]=1[C:5]#[N:6].[CH3:13][O-:14].[Na+], predict the reaction product. The product is: [Cl:12][C:7]1[CH:8]=[C:9]([Cl:11])[CH:10]=[C:3]([CH2:2][O:14][CH3:13])[C:4]=1[C:5]#[N:6]. (3) The product is: [CH2:1]([O:3][C:4]([C:5]1[S:43][C:9]([C:11]2[C:12]([NH:29][CH:30]([CH3:32])[CH3:31])=[N:13][C:14]([C:17]3[CH:22]=[CH:21][CH:20]=[C:19]([C:23]4[CH:24]=[N:25][N:26]([CH3:28])[CH:27]=4)[CH:18]=3)=[N:15][CH:16]=2)=[N:8][N:7]=1)=[O:33])[CH3:2]. Given the reactants [CH2:1]([O:3][C:4](=[O:33])[C:5]([NH:7][NH:8][C:9]([C:11]1[C:12]([NH:29][CH:30]([CH3:32])[CH3:31])=[N:13][C:14]([C:17]2[CH:22]=[CH:21][CH:20]=[C:19]([C:23]3[CH:24]=[N:25][N:26]([CH3:28])[CH:27]=3)[CH:18]=2)=[N:15][CH:16]=1)=O)=O)[CH3:2].COC1C=CC(P2(=S)SP(=S)(C3C=CC(OC)=CC=3)[S:43]2)=CC=1, predict the reaction product. (4) Given the reactants [Br:1][C:2]1[CH:3]=[CH:4][C:5]2[O:11][CH2:10][CH2:9][N:8]3[CH:12]=[C:13](I)[N:14]=[C:7]3[C:6]=2[CH:16]=1.C([Mg]Br)C.[NH4+].[Cl-], predict the reaction product. The product is: [Br:1][C:2]1[CH:3]=[CH:4][C:5]2[O:11][CH2:10][CH2:9][N:8]3[CH:12]=[CH:13][N:14]=[C:7]3[C:6]=2[CH:16]=1. (5) Given the reactants [NH2:1][C:2]1[C:7]([NH:8][C:9](=[O:12])[CH2:10][Cl:11])=[CH:6][C:5]([O:13][CH3:14])=[CH:4][N:3]=1.N1C=CC=CC=1.O1CCCC1.Cl[C:27]([O:29][CH2:30][C:31]1[CH:36]=[CH:35][CH:34]=[CH:33][CH:32]=1)=[O:28], predict the reaction product. The product is: [CH2:30]([O:29][C:27](=[O:28])[NH:1][C:2]1[C:7]([NH:8][C:9](=[O:12])[CH2:10][Cl:11])=[CH:6][C:5]([O:13][CH3:14])=[CH:4][N:3]=1)[C:31]1[CH:36]=[CH:35][CH:34]=[CH:33][CH:32]=1.